This data is from Reaction yield outcomes from USPTO patents with 853,638 reactions. The task is: Predict the reaction yield, written as a fraction of the theoretical maximum amount of product (1.0 means a 100% yield; for example, 0.34 means a 34% yield). (1) The yield is 0.720. The product is [CH3:30][C:27]1[CH:28]=[CH:29][N:16]2[C:17]=1[C:18](=[O:26])[N:19]([C:20]1[CH:25]=[CH:24][CH:23]=[CH:22][CH:21]=1)[C:14]([C@@H:12]([NH:11][C:9]1[C:10]3[C:2]([C:49]4[CH:48]=[CH:47][CH:46]=[C:45]([C:42]5[O:41][C:40]([CH3:39])=[N:44][N:43]=5)[CH:50]=4)=[CH:3][N:4]([CH2:31][O:32][CH2:33][CH2:34][Si:35]([CH3:36])([CH3:38])[CH3:37])[C:5]=3[N:6]=[CH:7][N:8]=1)[CH3:13])=[N:15]2. The reactants are Br[C:2]1[C:10]2[C:9]([NH:11][C@H:12]([C:14]3[N:19]([C:20]4[CH:25]=[CH:24][CH:23]=[CH:22][CH:21]=4)[C:18](=[O:26])[C:17]4=[C:27]([CH3:30])[CH:28]=[CH:29][N:16]4[N:15]=3)[CH3:13])=[N:8][CH:7]=[N:6][C:5]=2[N:4]([CH2:31][O:32][CH2:33][CH2:34][Si:35]([CH3:38])([CH3:37])[CH3:36])[CH:3]=1.[CH3:39][C:40]1[O:41][C:42]([C:45]2[CH:50]=[CH:49][CH:48]=[C:47](B3OC(C)(C)C(C)(C)O3)[CH:46]=2)=[N:43][N:44]=1.C(=O)([O-])[O-].[Na+].[Na+]. The catalyst is C1C=CC([P]([Pd]([P](C2C=CC=CC=2)(C2C=CC=CC=2)C2C=CC=CC=2)([P](C2C=CC=CC=2)(C2C=CC=CC=2)C2C=CC=CC=2)[P](C2C=CC=CC=2)(C2C=CC=CC=2)C2C=CC=CC=2)(C2C=CC=CC=2)C2C=CC=CC=2)=CC=1. (2) The product is [Cl:16][C:17]1[C:18]([C:19]2[N:20]=[C:6]([C:5]3[CH:9]=[C:10]([N+:11]([O-:13])=[O:12])[C:2]([OH:1])=[C:3]([O:14][CH3:15])[CH:4]=3)[O:8][N:21]=2)=[C:23]([CH3:29])[C:24]([Cl:28])=[C:25]([CH3:27])[N:26]=1. The catalyst is S(Cl)(Cl)=O. The reactants are [OH:1][C:2]1[C:10]([N+:11]([O-:13])=[O:12])=[CH:9][C:5]([C:6]([OH:8])=O)=[CH:4][C:3]=1[O:14][CH3:15].[Cl:16][C:17]1[N:26]=[C:25]([CH3:27])[C:24]([Cl:28])=[C:23]([CH3:29])[C:18]=1/[C:19](=[N:21]/O)/[NH2:20].N1C=CC=CC=1.Cl. The yield is 0.620. (3) The reactants are [Cl:1][C:2]1[CH:3]=[C:4]([C:23]([O:25][CH3:26])=[O:24])[C:5]([CH3:22])=[C:6]([NH:8][CH:9]2[CH2:14][CH2:13][N:12]([C:15]([O:17][C:18]([CH3:21])([CH3:20])[CH3:19])=[O:16])[CH2:11][CH2:10]2)[CH:7]=1.[H-].[Na+].Br[CH2:30][CH:31]=[CH2:32]. The catalyst is CN(C=O)C. The product is [CH2:32]([N:8]([C:6]1[CH:7]=[C:2]([Cl:1])[CH:3]=[C:4]([C:23]([O:25][CH3:26])=[O:24])[C:5]=1[CH3:22])[CH:9]1[CH2:14][CH2:13][N:12]([C:15]([O:17][C:18]([CH3:19])([CH3:20])[CH3:21])=[O:16])[CH2:11][CH2:10]1)[CH:31]=[CH2:30]. The yield is 0.390. (4) The reactants are Br[C:2]1[CH:7]=[CH:6][C:5]([O:8][CH3:9])=[CH:4][CH:3]=1.[Mg].[I-].[Br:12][C:13]1[CH:14]=[C:15]([CH:18]=[CH:19][CH:20]=1)[C:16]#[N:17].[BH4-].[Na+].[Cl-].[NH4+]. The catalyst is O1CCCC1.CO. The product is [Br:12][C:13]1[CH:14]=[C:15]([CH:16]([C:2]2[CH:7]=[CH:6][C:5]([O:8][CH3:9])=[CH:4][CH:3]=2)[NH2:17])[CH:18]=[CH:19][CH:20]=1. The yield is 0.810. (5) The reactants are [C:1]([NH:4][C:5]1[CH:10]=[CH:9][C:8]([S:11](Cl)(=[O:13])=[O:12])=[CH:7][CH:6]=1)(=[O:3])[CH3:2].[CH3:15][N:16]1[CH2:21][CH2:20][NH:19][CH2:18][CH2:17]1.C(N(CC)CC)C.O. The catalyst is C(Cl)Cl. The product is [CH3:15][N:16]1[CH2:21][CH2:20][N:19]([S:11]([C:8]2[CH:9]=[CH:10][C:5]([NH:4][C:1](=[O:3])[CH3:2])=[CH:6][CH:7]=2)(=[O:13])=[O:12])[CH2:18][CH2:17]1. The yield is 0.410. (6) The reactants are [CH:1]([Si:4]([CH:35]([CH3:37])[CH3:36])([CH:32]([CH3:34])[CH3:33])[O:5][C@H:6]1[CH2:10][CH2:9][N:8]([C:11]2[N:15]3[CH:16]=[C:17]([O:20][C@H:21]4[C:30]5[C:25](=[CH:26][CH:27]=[CH:28][CH:29]=5)[C@@H:24]([NH2:31])[CH2:23][CH2:22]4)[CH:18]=[CH:19][C:14]3=[N:13][N:12]=2)[CH2:7]1)([CH3:3])[CH3:2].ClC(Cl)(Cl)C[O:41][C:42](=O)[NH:43][C:44]1[N:45]([C:53]2[CH:58]=[CH:57][C:56]([CH3:59])=[CH:55][CH:54]=2)[N:46]=[C:47]([C:49]([CH3:52])([CH3:51])[CH3:50])[CH:48]=1.CCN(C(C)C)C(C)C.N. The catalyst is CN(C=O)C.CO.C(Cl)Cl. The product is [C:49]([C:47]1[CH:48]=[C:44]([NH:43][C:42]([NH:31][C@@H:24]2[C:25]3[C:30](=[CH:29][CH:28]=[CH:27][CH:26]=3)[C@H:21]([O:20][C:17]3[CH:18]=[CH:19][C:14]4[N:15]([C:11]([N:8]5[CH2:9][CH2:10][C@H:6]([O:5][Si:4]([CH:1]([CH3:3])[CH3:2])([CH:32]([CH3:34])[CH3:33])[CH:35]([CH3:37])[CH3:36])[CH2:7]5)=[N:12][N:13]=4)[CH:16]=3)[CH2:22][CH2:23]2)=[O:41])[N:45]([C:53]2[CH:58]=[CH:57][C:56]([CH3:59])=[CH:55][CH:54]=2)[N:46]=1)([CH3:52])([CH3:50])[CH3:51]. The yield is 0.230. (7) The reactants are [F:1][C:2]([F:29])([F:28])[C:3]1[CH:23]=[CH:22][C:21]([C:24]([F:27])([F:26])[F:25])=[CH:20][C:4]=1[CH2:5][O:6][C:7]1[CH:8]=[C:9]([C:13]2[N:17]=[N:16][NH:15][C:14]=2[C:18]#[N:19])[CH:10]=[CH:11][CH:12]=1.[C:30](=[O:38])([O:35][CH2:36][CH3:37])[O:31][CH:32](Cl)[CH3:33].C(=O)(O)[O-].[Na+]. The catalyst is CN(C=O)C. The product is [CH2:32]([O:31][C:30](=[O:38])[O:35][CH:36]([N:16]1[N:17]=[C:13]([C:9]2[CH:10]=[CH:11][CH:12]=[C:7]([O:6][CH2:5][C:4]3[CH:20]=[C:21]([C:24]([F:26])([F:27])[F:25])[CH:22]=[CH:23][C:3]=3[C:2]([F:1])([F:28])[F:29])[CH:8]=2)[C:14]([C:18]#[N:19])=[N:15]1)[CH3:37])[CH3:33]. The yield is 0.370.